This data is from NCI-60 drug combinations with 297,098 pairs across 59 cell lines. The task is: Regression. Given two drug SMILES strings and cell line genomic features, predict the synergy score measuring deviation from expected non-interaction effect. (1) Drug 1: C1CCC(C1)C(CC#N)N2C=C(C=N2)C3=C4C=CNC4=NC=N3. Cell line: BT-549. Synergy scores: CSS=0.294, Synergy_ZIP=1.02, Synergy_Bliss=3.34, Synergy_Loewe=-0.438, Synergy_HSA=0.209. Drug 2: CCC(=C(C1=CC=CC=C1)C2=CC=C(C=C2)OCCN(C)C)C3=CC=CC=C3.C(C(=O)O)C(CC(=O)O)(C(=O)O)O. (2) Drug 1: C1CCN(CC1)CCOC2=CC=C(C=C2)C(=O)C3=C(SC4=C3C=CC(=C4)O)C5=CC=C(C=C5)O. Drug 2: C1C(C(OC1N2C=C(C(=O)NC2=O)F)CO)O. Cell line: SF-295. Synergy scores: CSS=41.1, Synergy_ZIP=1.49, Synergy_Bliss=0.685, Synergy_Loewe=-13.6, Synergy_HSA=0.285. (3) Drug 1: CC1C(C(CC(O1)OC2CC(CC3=C2C(=C4C(=C3O)C(=O)C5=C(C4=O)C(=CC=C5)OC)O)(C(=O)C)O)N)O.Cl. Drug 2: C1=C(C(=O)NC(=O)N1)F. Cell line: K-562. Synergy scores: CSS=58.2, Synergy_ZIP=-7.41, Synergy_Bliss=-9.53, Synergy_Loewe=-7.99, Synergy_HSA=-5.96. (4) Drug 1: CC1C(C(CC(O1)OC2CC(CC3=C2C(=C4C(=C3O)C(=O)C5=C(C4=O)C(=CC=C5)OC)O)(C(=O)C)O)N)O.Cl. Drug 2: CC1=C(C=C(C=C1)C(=O)NC2=CC(=CC(=C2)C(F)(F)F)N3C=C(N=C3)C)NC4=NC=CC(=N4)C5=CN=CC=C5. Cell line: M14. Synergy scores: CSS=18.4, Synergy_ZIP=2.79, Synergy_Bliss=8.38, Synergy_Loewe=0.401, Synergy_HSA=6.74. (5) Cell line: 786-0. Drug 2: CC1C(C(CC(O1)OC2CC(CC3=C2C(=C4C(=C3O)C(=O)C5=CC=CC=C5C4=O)O)(C(=O)C)O)N)O. Drug 1: COC1=NC(=NC2=C1N=CN2C3C(C(C(O3)CO)O)O)N. Synergy scores: CSS=44.6, Synergy_ZIP=3.81, Synergy_Bliss=1.68, Synergy_Loewe=-26.5, Synergy_HSA=2.89. (6) Drug 1: C1=NC2=C(N1)C(=S)N=C(N2)N. Drug 2: CC(C1=C(C=CC(=C1Cl)F)Cl)OC2=C(N=CC(=C2)C3=CN(N=C3)C4CCNCC4)N. Cell line: K-562. Synergy scores: CSS=44.1, Synergy_ZIP=-4.21, Synergy_Bliss=-7.18, Synergy_Loewe=-10.8, Synergy_HSA=-6.27. (7) Drug 1: CS(=O)(=O)CCNCC1=CC=C(O1)C2=CC3=C(C=C2)N=CN=C3NC4=CC(=C(C=C4)OCC5=CC(=CC=C5)F)Cl. Drug 2: C1=NNC2=C1C(=O)NC=N2. Cell line: OVCAR3. Synergy scores: CSS=9.63, Synergy_ZIP=0.775, Synergy_Bliss=5.26, Synergy_Loewe=-3.57, Synergy_HSA=2.74.